From a dataset of Forward reaction prediction with 1.9M reactions from USPTO patents (1976-2016). Predict the product of the given reaction. (1) The product is: [NH2:4][C:5]1[CH:6]=[CH:7][C:8]([N+:17]([O-:19])=[O:18])=[C:9]([N:11]2[CH2:12][CH2:13][O:14][CH2:15][CH2:16]2)[CH:10]=1. Given the reactants C([NH:4][C:5]1[CH:6]=[CH:7][C:8]([N+:17]([O-:19])=[O:18])=[C:9]([N:11]2[CH2:16][CH2:15][O:14][CH2:13][CH2:12]2)[CH:10]=1)(=O)C.Cl, predict the reaction product. (2) The product is: [Cl:1][C:2]1[N:3]=[C:4]([N:11]2[CH2:12][CH2:13][O:14][CH2:15][CH2:16]2)[C:5]2[N:10]=[C:9]([CH:31]=[O:32])[S:8][C:6]=2[N:7]=1. Given the reactants [Cl:1][C:2]1[N:3]=[C:4]([N:11]2[CH2:16][CH2:15][O:14][CH2:13][CH2:12]2)[C:5]2[N:10]=[CH:9][S:8][C:6]=2[N:7]=1.C([Li])CCC.CCCCCC.CN([CH:31]=[O:32])C, predict the reaction product. (3) Given the reactants Cl.[NH:2]([C:4]1[CH:5]=[C:6]([CH:10]=[CH:11][C:12]=1[CH3:13])[C:7]([OH:9])=[O:8])[NH2:3].[C:14]([CH:16]=[C:17]([C:19]([O:21][CH2:22][CH3:23])=[O:20])O)#[N:15].[Na], predict the reaction product. The product is: [CH2:22]([O:21][C:19]([C:17]1[CH:16]=[C:14]([NH2:15])[N:2]([C:4]2[CH:5]=[C:6]([C:7]([OH:9])=[O:8])[CH:10]=[CH:11][C:12]=2[CH3:13])[N:3]=1)=[O:20])[CH3:23]. (4) Given the reactants [CH3:1][O:2][C:3]([C:5]1[N:6]([S:15]([C:18]2[CH:23]=[CH:22][C:21]([CH3:24])=[CH:20][CH:19]=2)(=[O:17])=[O:16])[C:7]2[C:12]([CH:13]=1)=[CH:11][CH:10]=[C:9](Br)[CH:8]=2)=[O:4].C([O-])(=O)C.[K+].Br[C:31]1[CH:36]=[CH:35][C:34]([F:37])=[CH:33][N:32]=1, predict the reaction product. The product is: [CH3:1][O:2][C:3]([C:5]1[N:6]([S:15]([C:18]2[CH:23]=[CH:22][C:21]([CH3:24])=[CH:20][CH:19]=2)(=[O:17])=[O:16])[C:7]2[C:12]([CH:13]=1)=[CH:11][CH:10]=[C:9]([C:31]1[CH:36]=[CH:35][C:34]([F:37])=[CH:33][N:32]=1)[CH:8]=2)=[O:4]. (5) Given the reactants [CH3:1][O:2][C:3]1[CH:4]=[C:5]([C:13]2[N:22]=[C:21]([C:23](O)=[O:24])[C:20]3[C:15](=[CH:16][CH:17]=[CH:18][CH:19]=3)[N:14]=2)[CH:6]=[C:7]([O:11][CH3:12])[C:8]=1[O:9][CH3:10].Cl.[CH3:27][O:28][C:29]1[CH:30]=[C:31]2[C:36](=[CH:37][CH:38]=1)[CH2:35][NH:34][CH2:33][CH2:32]2, predict the reaction product. The product is: [CH3:1][O:2][C:3]1[CH:4]=[C:5]([C:13]2[N:22]=[C:21]([C:23]([N:34]3[CH2:33][CH2:32][C:31]4[C:36](=[CH:37][CH:38]=[C:29]([O:28][CH3:27])[CH:30]=4)[CH2:35]3)=[O:24])[C:20]3[C:15](=[CH:16][CH:17]=[CH:18][CH:19]=3)[N:14]=2)[CH:6]=[C:7]([O:11][CH3:12])[C:8]=1[O:9][CH3:10].